Task: Predict the product of the given reaction.. Dataset: Forward reaction prediction with 1.9M reactions from USPTO patents (1976-2016) (1) Given the reactants [O-:1][CH2:2][CH3:3].[Na+].[H-].[Na+].F[C:8]1[CH:15]=[C:14]([C:16]2[CH:21]=[C:20]([N:22]3[CH2:27][CH2:26][O:25][CH2:24][C@H:23]3[CH3:28])[N:19]=[C:18]([NH:29][CH3:30])[N:17]=2)[CH:13]=[C:12](F)[C:9]=1[C:10]#[N:11].[Cl-].[NH4+:33].[NH2:34]N.CCN(C(C)C)C(C)C, predict the reaction product. The product is: [CH2:2]([O:1][C:8]1[CH:15]=[C:14]([C:16]2[CH:21]=[C:20]([N:22]3[CH2:27][CH2:26][O:25][CH2:24][C@H:23]3[CH3:28])[N:19]=[C:18]([NH:29][CH3:30])[N:17]=2)[CH:13]=[C:12]2[C:9]=1[C:10]([NH2:34])=[N:11][NH:33]2)[CH3:3]. (2) Given the reactants [CH3:1][O:2][C:3]1[CH:8]=[C:7]([N+:9]([O-:11])=[O:10])[CH:6]=[CH:5][C:4]=1[NH2:12].C1C(=O)N([Br:20])C(=O)C1, predict the reaction product. The product is: [Br:20][C:5]1[CH:6]=[C:7]([N+:9]([O-:11])=[O:10])[CH:8]=[C:3]([O:2][CH3:1])[C:4]=1[NH2:12]. (3) Given the reactants I[C:2]1[CH:7]=[CH:6][C:5]([I:8])=[CH:4][CH:3]=1.[OH:9][C:10]1[CH:15]=[CH:14][CH:13]=[CH:12][N:11]=1, predict the reaction product. The product is: [I:8][C:5]1[CH:6]=[CH:7][C:2]([N:11]2[CH:12]=[CH:13][CH:14]=[CH:15][C:10]2=[O:9])=[CH:3][CH:4]=1.